From a dataset of Catalyst prediction with 721,799 reactions and 888 catalyst types from USPTO. Predict which catalyst facilitates the given reaction. (1) Reactant: [F:1][C:2]1[CH:11]=[C:10]2[C:5]([C:6](=O)[NH:7][CH:8]=[N:9]2)=[C:4]([O:13][CH:14]2[CH2:19][CH2:18][O:17][CH2:16][CH2:15]2)[CH:3]=1.P(Cl)(Cl)([Cl:22])=O.C(N(C(C)C)CC)(C)C. Product: [Cl:22][C:6]1[C:5]2[C:10](=[CH:11][C:2]([F:1])=[CH:3][C:4]=2[O:13][CH:14]2[CH2:19][CH2:18][O:17][CH2:16][CH2:15]2)[N:9]=[CH:8][N:7]=1. The catalyst class is: 26. (2) Reactant: C(OC([N:6]1[CH2:20][CH2:19][C:10]2[C:11]3[CH:12]([CH3:18])[CH2:13][CH2:14][C:15]=3[CH:16]=[CH:17][C:9]=2[CH2:8][CH2:7]1)=O)C.[Si](I)(C)(C)C. Product: [CH3:18][CH:12]1[C:11]2[C:10]3[CH2:19][CH2:20][NH:6][CH2:7][CH2:8][C:9]=3[CH:17]=[CH:16][C:15]=2[CH2:14][CH2:13]1. The catalyst class is: 22. (3) The catalyst class is: 1. Reactant: [F:1][C:2]1[CH:3]=[C:4]([S:29][CH2:30][CH2:31][C:32](OC)=O)[CH:5]=[CH:6][C:7]=1[O:8][CH:9]1[CH2:13][CH2:12][N:11]([CH:14]2[CH2:19][CH2:18][N:17]([C:20]3[S:24][N:23]=[C:22]([CH:25]([CH3:27])[CH3:26])[N:21]=3)[CH2:16][CH2:15]2)[C:10]1=[O:28].[CH3:36]C([O-])(C)C.[K+].BrCC1CC1.O. Product: [CH:31]1([CH2:30][S:29][C:4]2[CH:5]=[CH:6][C:7]([O:8][CH:9]3[CH2:13][CH2:12][N:11]([CH:14]4[CH2:19][CH2:18][N:17]([C:20]5[S:24][N:23]=[C:22]([CH:25]([CH3:27])[CH3:26])[N:21]=5)[CH2:16][CH2:15]4)[C:10]3=[O:28])=[C:2]([F:1])[CH:3]=2)[CH2:32][CH2:36]1. (4) Reactant: [C:1]([C:3]1[CH:11]=[CH:10][CH:9]=[C:8]2[C:4]=1[CH2:5][CH2:6][C@H:7]2[NH:12][C:13](=[O:19])[O:14][C:15]([CH3:18])([CH3:17])[CH3:16])#[N:2].[H-].[Na+].Br[CH2:23][CH2:24][O:25][Si:26]([C:29]([CH3:32])([CH3:31])[CH3:30])([CH3:28])[CH3:27]. Product: [Si:26]([O:25][CH2:24][CH2:23][N:12]([C@H:7]1[C:8]2[C:4](=[C:3]([C:1]#[N:2])[CH:11]=[CH:10][CH:9]=2)[CH2:5][CH2:6]1)[C:13](=[O:19])[O:14][C:15]([CH3:16])([CH3:18])[CH3:17])([C:29]([CH3:32])([CH3:31])[CH3:30])([CH3:28])[CH3:27]. The catalyst class is: 3. (5) Reactant: [CH2:1]([O:3][C:4](=[O:24])/[C:5](/[CH3:23])=[CH:6]/[C:7]1[CH:12]=[CH:11][CH:10]=[C:9]([N:13]2[C:17]([NH2:18])=[CH:16][C:15]([C:19]([CH3:22])([CH3:21])[CH3:20])=[N:14]2)[CH:8]=1)[CH3:2]. Product: [NH2:18][C:17]1[N:13]([C:9]2[CH:8]=[C:7]([CH2:6][CH:5]([CH3:23])[C:4]([O:3][CH2:1][CH3:2])=[O:24])[CH:12]=[CH:11][CH:10]=2)[N:14]=[C:15]([C:19]([CH3:21])([CH3:20])[CH3:22])[CH:16]=1. The catalyst class is: 19.